Dataset: Forward reaction prediction with 1.9M reactions from USPTO patents (1976-2016). Task: Predict the product of the given reaction. (1) Given the reactants [Br:1][C:2]1[C:3](Cl)=[N:4][CH:5]=[CH:6][C:7]=1[C:8]1[CH:13]=[CH:12][C:11]([Cl:14])=[CH:10][CH:9]=1.N1C=CC=CC=1.O.[NH2:23][NH2:24], predict the reaction product. The product is: [Br:1][C:2]1[C:3]([NH:23][NH2:24])=[N:4][CH:5]=[CH:6][C:7]=1[C:8]1[CH:13]=[CH:12][C:11]([Cl:14])=[CH:10][CH:9]=1. (2) Given the reactants [CH3:1][O:2][C:3](=[O:24])[CH2:4][C:5]1[CH:10]=[C:9]([Cl:11])[CH:8]=[C:7]([O:12][C:13]2[CH:18]=[CH:17][C:16]([N+:19]([O-:21])=[O:20])=[CH:15][C:14]=2[CH2:22]Br)[CH:6]=1.[CH3:25][C:26]([SH:29])([CH3:28])[CH3:27].[CH3:30][O:31][C:32](=[O:55])[CH2:33][C:34]1[CH:39]=[C:38]([Cl:40])[CH:37]=[C:36]([O:41][C:42]2[CH:47]=[CH:46][C:45]([NH2:48])=[CH:44][C:43]=2[CH2:49][S:50][C:51]([CH3:54])([CH3:53])[CH3:52])[CH:35]=1.[C:56](Cl)(=[O:61])[C:57]([CH3:60])([CH3:59])[CH3:58], predict the reaction product. The product is: [CH3:1][O:2][C:3](=[O:24])[CH2:4][C:5]1[CH:10]=[C:9]([Cl:11])[CH:8]=[C:7]([O:12][C:13]2[CH:18]=[CH:17][C:16]([N+:19]([O-:21])=[O:20])=[CH:15][C:14]=2[CH2:22][S:29][C:26]([CH3:28])([CH3:27])[CH3:25])[CH:6]=1.[CH3:30][O:31][C:32](=[O:55])[CH2:33][C:34]1[CH:39]=[C:38]([Cl:40])[CH:37]=[C:36]([O:41][C:42]2[CH:47]=[CH:46][C:45]([NH:48][C:56](=[O:61])[C:57]([CH3:60])([CH3:59])[CH3:58])=[CH:44][C:43]=2[CH2:49][S:50][C:51]([CH3:52])([CH3:54])[CH3:53])[CH:35]=1. (3) The product is: [Br:1][C:2]1[CH:3]=[CH:4][C:5]([NH:8][CH2:14][CH2:15][O:16][CH3:17])=[N:6][CH:7]=1. Given the reactants [Br:1][C:2]1[CH:3]=[CH:4][C:5]([NH2:8])=[N:6][CH:7]=1.[H-].[Na+].[H][H].Cl[CH2:14][CH2:15][O:16][CH3:17], predict the reaction product. (4) Given the reactants [S:1]1[CH:5]=[CH:4][CH:3]=[C:2]1[S:6]([NH:9][C:10]1[CH:11]=[CH:12][CH:13]=[C:14]2[C:18]=1[NH:17][C:16]([C:19]([OH:21])=O)=[CH:15]2)(=[O:8])=[O:7].[NH2:22][C:23]([CH3:27])([CH3:26])[CH2:24][OH:25].N1(O)C2C=CC=CC=2N=N1.Cl.CN(C)CCCN=C=NCC.C(O)(=O)CC(CC(O)=O)(C(O)=O)O, predict the reaction product. The product is: [OH:25][CH2:24][C:23]([NH:22][C:19]([C:16]1[NH:17][C:18]2[C:14]([CH:15]=1)=[CH:13][CH:12]=[CH:11][C:10]=2[NH:9][S:6]([C:2]1[S:1][CH:5]=[CH:4][CH:3]=1)(=[O:7])=[O:8])=[O:21])([CH3:27])[CH3:26]. (5) Given the reactants [CH3:1][O:2][C:3]1[CH:4]=[C:5]([CH2:12][C:13]([OH:15])=[O:14])[CH:6]=[CH:7][C:8]=1[N+:9]([O-:11])=[O:10].[CH3:16]O, predict the reaction product. The product is: [CH3:1][O:2][C:3]1[CH:4]=[C:5]([CH2:12][C:13]([O:15][CH3:16])=[O:14])[CH:6]=[CH:7][C:8]=1[N+:9]([O-:11])=[O:10].